This data is from Experimentally validated miRNA-target interactions with 360,000+ pairs, plus equal number of negative samples. The task is: Binary Classification. Given a miRNA mature sequence and a target amino acid sequence, predict their likelihood of interaction. (1) The miRNA is ssc-miR-181d-5p with sequence AACAUUCAUUGUUGUCGGUGGGUU. The protein sequence of the target gene is MKERRAPQPVVVRCKLVLVGDVQCGKTAMLQVLAKDCYPETYVPTVFENYTACLETEEQRVELSLWDTSGSPYYDNVRPLCYSDSDAVLLCFDISRPETMDSALKKWRTEILDYCPSTRVLLIGCKTDLRTDLSTLMELSHQKQAPISYEQGCAIAKQLGAEIYLEGSAFTSETSIHSIFRTASMVCLNKSSPVPPKSPVRSLSKRLLHLPSRSELISTTFKKEKAKSCSIM. Result: 0 (no interaction). (2) The miRNA is hsa-miR-92a-3p with sequence UAUUGCACUUGUCCCGGCCUGU. Result: 1 (interaction). The protein sequence of the target gene is MSGSSGGAAAPAASSGPAAAASAAGSGCGGGAGEGAEEAAKDLADIAAFFRSGFRKNDEMKAMDVLPILKEKVAYLSGGRDKRGGPILTFPARSNHDRIRQEDLRRLISYLACIPSEEVCKRGFTVIVDMRGSKWDSIKPLLKILQESFPCCIHVALIIKPDNFWQKQRTNFGSSKFEFETNMVSLEGLTKVVDPSQLTPEFDGCLEYNHEEWIEIRVAFEDYISNATHMLSRLEELQDILAKKELPQDLEGARNMIEEHSQLKKKVIKAPIEDLDLEGQKLLQRIQSSESFPKKNSGSG.... (3) The miRNA is rno-miR-129-5p with sequence CUUUUUGCGGUCUGGGCUUGC. The protein sequence of the target gene is MATQGFSCLLLSVSEIDLSMKRQYKQIR. Result: 0 (no interaction). (4) The miRNA is hsa-miR-6733-5p with sequence UGGGAAAGACAAACUCAGAGUU. The protein sequence of the target gene is MESSPIPQSSGNSSTLGRVPQTPGPSTASGVPEVGLRDVASESVALFFMLLLDLTAVAGNAAVMAVIAKTPALRKFVFVFHLCLVDLLAALTLMPLAMLSSSALFDHALFGEVACRLYLFLSVCFVSLAILSVSAINVERYYYVVHPMRYEVRMTLGLVASVLVGVWVKALAMASVPVLGRVSWEEGAPSVPPGCSLQWSHSAYCQLFVVVFAVLYFLLPLLLILVVYCSMFRVARVAAMQHGPLPTWMETPRQRSESLSSRSTMVTSSGAPQTTPHRTFGGGKAAVVLLAVGGQFLLCW.... Result: 1 (interaction). (5) The miRNA is hsa-miR-6797-3p with sequence UGCAUGACCCUUCCCUCCCCAC. The protein sequence of the target gene is MEAVIEKECSALGGLFQTIISDMKGSYPVWEDFINKAGKLQSQLRTTVVAAAAFLDAFQKVADMATNTRGGTREIGSALTRMCMRHRSIEAKLRQFSSALIDCLINPLQEQMEEWKKVANQLDKDHAKEYKKARQEIKNKSSDTLKLQKKAKKVDAQGRGDIQPQLDSALQDVNDKYLLLEETEKQAVRKALIEERGRFCTFISMLRPVIEEEISMLGEITHLQTISEDLKSLTMDPHKLPSSSEQVILDLKGSDYSWSYQTPPSSPSTTMSRKSSVCSSLNSVNSSDSRSSGSHSHSPS.... Result: 0 (no interaction). (6) The miRNA is hsa-miR-4727-3p with sequence AUAGUGGGAAGCUGGCAGAUUC. The protein sequence of the target gene is MEAQQALVASKDGDMATLERLFEAGALRPDITDDLGAGLVHHATRAGHLDCVKFLVQRAKLPGNQQAHNGATPVHDAAATGNLAELCWLVRDAGCGLQDQDASGVSPLHLAARFGHPALVEWLLREGHAATLETLEGALPLHHAAVSGDLTCLKLLTAAHSSGVNQRTCSGASPLYLACQEGHLHLAQFLVKDCGADVRLRALDGMSSLHAAAAHGHYSLVVWLVTFTDIGLTARDNEGATALHFAARGGHTPILDRLLLMGAPIMRDSWGGTPLHDAAENGHMECCQTLLSHHVDPFLR.... Result: 0 (no interaction).